The task is: Predict the reactants needed to synthesize the given product.. This data is from Full USPTO retrosynthesis dataset with 1.9M reactions from patents (1976-2016). (1) Given the product [F:1][C:2]([F:7])([F:6])[C:3]([OH:5])=[O:4].[CH2:8]([S:10]([N:13]1[CH2:14][CH2:15][CH:16]([C:19]2[C:27]3[C:22](=[C:23]([C:43]([NH2:45])=[O:44])[CH:24]=[C:25]([C:28]4[CH:33]=[C:32]([CH2:34][NH:35][C@@H:36]([CH3:37])[C:49]([CH3:48])([CH3:50])[CH3:2])[CH:31]=[C:30]([F:42])[CH:29]=4)[CH:26]=3)[NH:21][CH:20]=2)[CH2:17][CH2:18]1)(=[O:11])=[O:12])[CH3:9], predict the reactants needed to synthesize it. The reactants are: [F:1][C:2]([F:7])([F:6])[C:3]([OH:5])=[O:4].[CH2:8]([S:10]([N:13]1[CH2:18][CH2:17][CH:16]([C:19]2[C:27]3[C:22](=[C:23]([C:43]([NH2:45])=[O:44])[CH:24]=[C:25]([C:28]4[CH:33]=[C:32]([CH2:34][NH:35][CH2:36][C@@H:37]5CCCO5)[CH:31]=[C:30]([F:42])[CH:29]=4)[CH:26]=3)[NH:21][CH:20]=2)[CH2:15][CH2:14]1)(=[O:12])=[O:11])[CH3:9].O1[CH2:50][CH2:49][CH2:48][C@H]1CN. (2) Given the product [NH2:1][C:2]1[CH:7]=[C:6]([C:17]2[CH:18]=[CH:19][CH:20]=[CH:21][C:16]=2[O:15][CH3:14])[C:5]([CH3:9])=[CH:4][C:3]=1[S:10]([NH2:13])(=[O:12])=[O:11], predict the reactants needed to synthesize it. The reactants are: [NH2:1][C:2]1[CH:7]=[C:6](Br)[C:5]([CH3:9])=[CH:4][C:3]=1[S:10]([NH2:13])(=[O:12])=[O:11].[CH3:14][O:15][C:16]1[CH:21]=[CH:20][CH:19]=[CH:18][C:17]=1B(O)O.C([O-])([O-])=O.[Na+].[Na+]. (3) Given the product [Br:1][C:2]1[CH:7]=[CH:6][C:5]([O:8][CH3:9])=[CH:4][C:3]=1[NH2:10], predict the reactants needed to synthesize it. The reactants are: [Br:1][C:2]1[CH:7]=[CH:6][C:5]([O:8][CH3:9])=[CH:4][C:3]=1[N+:10]([O-])=O.C(O)C.C(O)(=O)C.C(=O)([O-])[O-].[K+].[K+].